From a dataset of hERG Central: cardiac toxicity at 1µM, 10µM, and general inhibition. Predict hERG channel inhibition at various concentrations. The molecule is Cc1ccccc1C(=O)N1CCN(CCNC(=O)C(=O)Nc2ccc(Br)cc2)CC1. Results: hERG_inhib (hERG inhibition (general)): blocker.